Dataset: Catalyst prediction with 721,799 reactions and 888 catalyst types from USPTO. Task: Predict which catalyst facilitates the given reaction. Reactant: Cl.[CH3:2][O:3][C:4](=[O:11])[C@H:5]([CH2:7][CH:8]([CH3:10])[CH3:9])[NH2:6].[C:12](O[C:12]([O:14][C:15]([CH3:18])([CH3:17])[CH3:16])=[O:13])([O:14][C:15]([CH3:18])([CH3:17])[CH3:16])=[O:13].C(N(CC)CC)C. Product: [CH3:2][O:3][C:4](=[O:11])[C@H:5]([CH2:7][CH:8]([CH3:10])[CH3:9])[NH:6][C:12]([O:14][C:15]([CH3:18])([CH3:17])[CH3:16])=[O:13]. The catalyst class is: 13.